Dataset: CYP3A4 inhibition data for predicting drug metabolism from PubChem BioAssay. Task: Regression/Classification. Given a drug SMILES string, predict its absorption, distribution, metabolism, or excretion properties. Task type varies by dataset: regression for continuous measurements (e.g., permeability, clearance, half-life) or binary classification for categorical outcomes (e.g., BBB penetration, CYP inhibition). Dataset: cyp3a4_veith. (1) The compound is CCOC(=O)N1CCN(C(=O)CN(C)S(=O)(=O)c2ccc3c(c2)C(C)(C)C(=O)N3C)CC1. The result is 0 (non-inhibitor). (2) The molecule is CCCNC(=O)CC(NS(=O)(=O)c1ccc(Cl)cc1)c1ccco1. The result is 1 (inhibitor). (3) The drug is C#CCN(C)Cc1ccccc1. The result is 0 (non-inhibitor). (4) The molecule is COc1ccc(NC(=O)c2cc(-c3cccnc3)nc3ccc(C)cc23)cc1OC. The result is 1 (inhibitor). (5) The molecule is Cc1ccc(S(=O)(=O)N2CCCC(C(=O)NCCCN3CCCCC3C)C2)cc1. The result is 1 (inhibitor).